Dataset: Reaction yield outcomes from USPTO patents with 853,638 reactions. Task: Predict the reaction yield, written as a fraction of the theoretical maximum amount of product (1.0 means a 100% yield; for example, 0.34 means a 34% yield). (1) The reactants are [Cl:1][C:2]1[CH:3]=[C:4]([C:17]#[CH:18])[CH:5]=[C:6]2[C:10]=1[C:9](=[O:11])[N:8]([C@H:12]([CH:14]1[CH2:16][CH2:15]1)[CH3:13])[CH2:7]2.C(=O)([O-])O.[K+].O.Cl[C:26](=[N:32][OH:33])[C:27]([O:29][CH2:30][CH3:31])=[O:28]. The catalyst is C(OCC)(=O)C. The product is [Cl:1][C:2]1[CH:3]=[C:4]([C:17]2[O:33][N:32]=[C:26]([C:27]([O:29][CH2:30][CH3:31])=[O:28])[CH:18]=2)[CH:5]=[C:6]2[C:10]=1[C:9](=[O:11])[N:8]([C@H:12]([CH:14]1[CH2:16][CH2:15]1)[CH3:13])[CH2:7]2. The yield is 0.412. (2) The reactants are Br[CH2:2][C:3]([NH:5][C:6]1[C:11]([N+:12]([O-:14])=[O:13])=[CH:10][CH:9]=[CH:8][C:7]=1[O:15][CH3:16])=[O:4].[NH:17]1[CH2:22][CH2:21][O:20][CH2:19][CH2:18]1. The catalyst is C1COCC1. The product is [CH3:16][O:15][C:7]1[CH:8]=[CH:9][CH:10]=[C:11]([N+:12]([O-:14])=[O:13])[C:6]=1[NH:5][C:3](=[O:4])[CH2:2][N:17]1[CH2:22][CH2:21][O:20][CH2:19][CH2:18]1. The yield is 0.750. (3) The reactants are [Cl:1][C:2]1[CH:3]=[C:4]([CH:7]=[CH:8][C:9]=1[OH:10])[CH:5]=[O:6].[CH:11]1[CH:16]=[CH:15][C:14]([CH2:17]Br)=[CH:13][CH:12]=1.C([O-])([O-])=O.[K+].[K+].O. The catalyst is CC#N. The product is [CH2:17]([O:10][C:9]1[CH:8]=[CH:7][C:4]([CH:5]=[O:6])=[CH:3][C:2]=1[Cl:1])[C:14]1[CH:15]=[CH:16][CH:11]=[CH:12][CH:13]=1. The yield is 0.950. (4) The reactants are [Cl:1][C:2]1[CH:3]=[C:4]([CH:9](O)[C:10]([F:13])([F:12])[F:11])[CH:5]=[C:6]([Cl:8])[CH:7]=1.[Br:15]N1C(=O)CCC1=O.P(OC1C=CC=CC=1)(OC1C=CC=CC=1)OC1C=CC=CC=1. The catalyst is C(Cl)Cl. The product is [Br:15][CH:9]([C:4]1[CH:3]=[C:2]([Cl:1])[CH:7]=[C:6]([Cl:8])[CH:5]=1)[C:10]([F:13])([F:12])[F:11]. The yield is 0.400. (5) The reactants are [NH2:1][C:2]1[CH:3]=[C:4]([C:8]2[C:12]([C:13]3[CH:18]=[CH:17][N:16]=[C:15]([NH:19][CH3:20])[CH:14]=3)=[CH:11][N:10]([CH2:21][C:22]3[CH:27]=[CH:26][C:25]([O:28][CH3:29])=[CH:24][CH:23]=3)[N:9]=2)[CH:5]=[CH:6][CH:7]=1.[F:30][C:31]([F:42])([F:41])[C:32]1[CH:37]=[CH:36][C:35]([N:38]=[C:39]=[O:40])=[CH:34][CH:33]=1.[Na]. The catalyst is CN(C)C=O. The product is [CH3:29][O:28][C:25]1[CH:24]=[CH:23][C:22]([CH2:21][N:10]2[CH:11]=[C:12]([C:13]3[CH:18]=[CH:17][N:16]=[C:15]([NH:19][CH3:20])[CH:14]=3)[C:8]([C:4]3[CH:3]=[C:2]([NH:1][C:39]([NH:38][C:35]4[CH:34]=[CH:33][C:32]([C:31]([F:30])([F:41])[F:42])=[CH:37][CH:36]=4)=[O:40])[CH:7]=[CH:6][CH:5]=3)=[N:9]2)=[CH:27][CH:26]=1. The yield is 0.630. (6) The reactants are C(OC([N:8]1[C@H:12]([C:13](O)=O)[C@@H:11]([CH3:16])[O:10]C1(C)C)=O)(C)(C)C.C1C=CC2N(O)N=NC=2C=1.CN1CCOCC1.CCN=C=NCCCN(C)C.[NH2:47][C:48]1[CH:49]=[C:50]([C:55]2[CH:60]=[CH:59][C:58]([C:61]#[N:62])=[CH:57][C:56]=2[F:63])[CH:51]=[CH:52][C:53]=1[NH2:54]. The catalyst is CN(C=O)C.CCOC(C)=O. The product is [NH2:8][C@H:12]([C:13]1[NH:54][C:53]2[CH:52]=[CH:51][C:50]([C:55]3[CH:60]=[CH:59][C:58]([C:61]#[N:62])=[CH:57][C:56]=3[F:63])=[CH:49][C:48]=2[N:47]=1)[C@H:11]([OH:10])[CH3:16]. The yield is 0.750. (7) The yield is 0.950. The product is [NH2:2][C:11]1[C:10]([N+:15]([O-:17])=[O:16])=[CH:9][C:5]([C:6]([OH:8])=[O:7])=[C:4]([F:3])[C:12]=1[F:13]. The catalyst is O. The reactants are [OH-].[NH4+:2].[F:3][C:4]1[C:12]([F:13])=[C:11](F)[C:10]([N+:15]([O-:17])=[O:16])=[CH:9][C:5]=1[C:6]([OH:8])=[O:7].Cl. (8) The reactants are Br[C:2]1[CH:3]=[C:4]([NH:13][S:14]([CH2:17][CH3:18])(=[O:16])=[O:15])[CH:5]=[N:6][C:7]=1[O:8][CH2:9][CH:10]1[CH2:12][CH2:11]1.[CH3:19][N:20]1[CH:29]=[C:28](B2OC(C)(C)C(C)(C)O2)[C:27]2[C:22](=[CH:23][CH:24]=[CH:25][CH:26]=2)[C:21]1=[O:39].CC(C1C=C(C(C)C)C(C2C=CC=CC=2P(C2CCCCC2)C2CCCCC2)=C(C(C)C)C=1)C.[O-]P([O-])([O-])=O.[K+].[K+].[K+]. The catalyst is O1CCOCC1.O.C1C=CC(/C=C/C(/C=C/C2C=CC=CC=2)=O)=CC=1.C1C=CC(/C=C/C(/C=C/C2C=CC=CC=2)=O)=CC=1.C1C=CC(/C=C/C(/C=C/C2C=CC=CC=2)=O)=CC=1.[Pd].[Pd]. The product is [CH:10]1([CH2:9][O:8][C:7]2[N:6]=[CH:5][C:4]([NH:13][S:14]([CH2:17][CH3:18])(=[O:16])=[O:15])=[CH:3][C:2]=2[C:28]2[C:27]3[C:22](=[CH:23][CH:24]=[CH:25][CH:26]=3)[C:21](=[O:39])[N:20]([CH3:19])[CH:29]=2)[CH2:12][CH2:11]1. The yield is 0.520. (9) The reactants are Cl.Cl.NC[CH:5]1[CH2:16][N:15]2[C:7]([C:8]3[NH:9][C:10]([CH:21]4[CH2:25][CH2:24][CH2:23][CH2:22]4)=[N:11][C:12]=3[N:13]([CH2:18][CH2:19][CH3:20])[C:14]2=[O:17])=[N:6]1.CO[CH:28]1[CH2:32][CH2:31][CH:30](OC)O1.[CH3:35][N:36](C)C=O. No catalyst specified. The product is [CH:21]1([C:10]2[NH:9][C:8]3[C:7]4=[N:6][CH:5]([CH2:30][C:31]5[NH:36][CH:35]=[CH:28][CH:32]=5)[CH2:16][N:15]4[C:14](=[O:17])[N:13]([CH2:18][CH2:19][CH3:20])[C:12]=3[N:11]=2)[CH2:25][CH2:24][CH2:23][CH2:22]1. The yield is 0.600.